From a dataset of Peptide-MHC class II binding affinity with 134,281 pairs from IEDB. Regression. Given a peptide amino acid sequence and an MHC pseudo amino acid sequence, predict their binding affinity value. This is MHC class II binding data. (1) The peptide sequence is EYIEAAKWLLPPPKV. The MHC is DRB1_1101 with pseudo-sequence DRB1_1101. The binding affinity (normalized) is 0.607. (2) The peptide sequence is RPSAAPTAPPAGAAD. The MHC is DRB1_0101 with pseudo-sequence DRB1_0101. The binding affinity (normalized) is 0. (3) The peptide sequence is YDKFLANVSMVLTGK. The MHC is DRB1_0401 with pseudo-sequence DRB1_0401. The binding affinity (normalized) is 0.603. (4) The peptide sequence is NAATAGTTVYGAFAA. The MHC is HLA-DQA10102-DQB10602 with pseudo-sequence HLA-DQA10102-DQB10602. The binding affinity (normalized) is 0.794. (5) The peptide sequence is PKYVKQNTLKLAT. The MHC is DRB1_1501 with pseudo-sequence DRB1_1501. The binding affinity (normalized) is 0.267. (6) The peptide sequence is ASEAPPTSHRRASRQ. The MHC is HLA-DQA10301-DQB10302 with pseudo-sequence HLA-DQA10301-DQB10302. The binding affinity (normalized) is 0.106. (7) The peptide sequence is AASDFWGGAGSAACQ. The MHC is DRB1_1101 with pseudo-sequence DRB1_1101. The binding affinity (normalized) is 0. (8) The peptide sequence is GKVDTGVAVSRGTAK. The MHC is DRB1_1101 with pseudo-sequence DRB1_1101. The binding affinity (normalized) is 0.470.